From a dataset of Retrosynthesis with 50K atom-mapped reactions and 10 reaction types from USPTO. Predict the reactants needed to synthesize the given product. (1) Given the product CCCCCCCOc1ccc(Cc2nc3cc(CN(CC(=O)OC(C)(C)C)C(=O)c4ccc(NC(=O)Cc5ccc(OC)cc5)cc4)ccc3[nH]2)cc1, predict the reactants needed to synthesize it. The reactants are: CCCCCCCOc1ccc(Cc2nc3cc(CNCC(=O)OC(C)(C)C)ccc3[nH]2)cc1.COc1ccc(CC(=O)Nc2ccc(C(=O)O)cc2)cc1. (2) The reactants are: COc1ccc(B(O)O)cc1.O=[N+]([O-])c1cccnc1Cl. Given the product COc1ccc(-c2ncccc2[N+](=O)[O-])cc1, predict the reactants needed to synthesize it.